From a dataset of Peptide-MHC class I binding affinity with 185,985 pairs from IEDB/IMGT. Regression. Given a peptide amino acid sequence and an MHC pseudo amino acid sequence, predict their binding affinity value. This is MHC class I binding data. (1) The peptide sequence is EWAENCYNL. The MHC is HLA-B15:17 with pseudo-sequence HLA-B15:17. The binding affinity (normalized) is 0.0847. (2) The peptide sequence is RLLNAWVKV. The MHC is HLA-A02:16 with pseudo-sequence HLA-A02:16. The binding affinity (normalized) is 1.00. (3) The peptide sequence is FPDIPVNNNI. The MHC is HLA-B35:01 with pseudo-sequence HLA-B35:01. The binding affinity (normalized) is 0.437. (4) The peptide sequence is FESVAWSA. The MHC is HLA-B44:02 with pseudo-sequence HLA-B44:02. The binding affinity (normalized) is 0. (5) The peptide sequence is RTFSILNRK. The binding affinity (normalized) is 0.0847. The MHC is HLA-A25:01 with pseudo-sequence HLA-A25:01. (6) The peptide sequence is LIYPDESMTW. The MHC is Mamu-B17 with pseudo-sequence Mamu-B17. The binding affinity (normalized) is 0.636.